Predict the reaction yield, written as a fraction of the theoretical maximum amount of product (1.0 means a 100% yield; for example, 0.34 means a 34% yield). From a dataset of Reaction yield outcomes from USPTO patents with 853,638 reactions. (1) The reactants are CC1(C)[O:6][C@@H:5]([CH2:7][CH2:8][NH:9][C:10]([CH:12]2[CH:16]([C:17]3[CH:22]=[CH:21][CH:20]=[C:19]([Cl:23])[C:18]=3[F:24])[C:15]([C:27]3[CH:32]=[CH:31][C:30]([Cl:33])=[CH:29][C:28]=3[F:34])([C:25]#[N:26])[CH:14]([CH2:35][C:36]3([CH2:42][OH:43])[CH2:41][CH2:40][CH2:39][CH2:38][CH2:37]3)[NH:13]2)=[O:11])[CH2:4][O:3]1.Cl. The catalyst is O1CCCC1. The product is [OH:6][C@H:5]([CH2:4][OH:3])[CH2:7][CH2:8][NH:9][C:10]([CH:12]1[CH:16]([C:17]2[CH:22]=[CH:21][CH:20]=[C:19]([Cl:23])[C:18]=2[F:24])[C:15]([C:27]2[CH:32]=[CH:31][C:30]([Cl:33])=[CH:29][C:28]=2[F:34])([C:25]#[N:26])[CH:14]([CH2:35][C:36]2([CH2:42][OH:43])[CH2:37][CH2:38][CH2:39][CH2:40][CH2:41]2)[NH:13]1)=[O:11]. The yield is 0.910. (2) The reactants are [NH:1]([C:15]([O:17][C:18]([CH3:21])(C)C)=[O:16])[C@H:2]([C:12]([OH:14])=[O:13])[CH2:3][O:4][CH2:5][C:6]1[CH:11]=[CH:10][CH:9]=[CH:8][CH:7]=1.[C:22](O)(C(F)(F)F)=O.ClC(OCC=C)=O.Cl. The catalyst is ClCCl.O. The product is [NH:1]([C:15]([O:17][CH2:18][CH:21]=[CH2:22])=[O:16])[C@H:2]([C:12]([OH:14])=[O:13])[CH2:3][O:4][CH2:5][C:6]1[CH:7]=[CH:8][CH:9]=[CH:10][CH:11]=1. The yield is 0.930. (3) The reactants are [NH:1]1[CH2:5][CH:4]=[CH:3][CH2:2]1.CCN(CC)CC.[C:13](Cl)([O:15][CH2:16][CH:17]1[C:29]2[C:24](=[CH:25][CH:26]=[CH:27][CH:28]=2)[C:23]2[C:18]1=[CH:19][CH:20]=[CH:21][CH:22]=2)=[O:14]. The catalyst is C(Cl)Cl. The product is [CH:28]1[C:29]2[CH:17]([CH2:16][O:15][C:13]([N:1]3[CH2:5][CH:4]=[CH:3][CH2:2]3)=[O:14])[C:18]3[C:23](=[CH:22][CH:21]=[CH:20][CH:19]=3)[C:24]=2[CH:25]=[CH:26][CH:27]=1. The yield is 0.950. (4) The reactants are [OH:1][CH:2]([CH:7]([N:16]1[C:24]2[C:19](=[CH:20][CH:21]=[CH:22][CH:23]=2)[CH:18]=[CH:17]1)[C:8]1[CH:13]=[CH:12][C:11]([O:14][CH3:15])=[CH:10][CH:9]=1)[C:3]([NH:5][CH3:6])=O.B.O1CCCC1.N1(C(C2C=CC(OC)=CC=2)C(O)CNC)C2C(=CC=CC=2)C=C1.[ClH:54]. The catalyst is O1CCCC1.C(O)C.CO. The product is [ClH:54].[N:16]1([CH:7]([C:8]2[CH:9]=[CH:10][C:11]([O:14][CH3:15])=[CH:12][CH:13]=2)[CH:2]([OH:1])[CH2:3][NH:5][CH3:6])[C:24]2[C:19](=[CH:20][CH:21]=[CH:22][CH:23]=2)[CH:18]=[CH:17]1. The yield is 0.0800. (5) The reactants are C[O:2][C:3](=O)[CH2:4][CH2:5][CH2:6][CH2:7][CH2:8][NH:9][C:10](=[O:20])[CH2:11][CH:12]=[CH:13][C:14]1[CH:19]=[CH:18][CH:17]=[CH:16][CH:15]=1.Cl.[NH2:23][OH:24].C[O-].[Na+]. The catalyst is CO. The product is [OH:24][NH:23][C:3](=[O:2])[CH2:4][CH2:5][CH2:6][CH2:7][CH2:8][NH:9][C:10](=[O:20])[CH2:11]/[CH:12]=[CH:13]/[C:14]1[CH:19]=[CH:18][CH:17]=[CH:16][CH:15]=1. The yield is 0.660. (6) The reactants are [CH3:1][C:2]1[O:3][C:4]2[CH:10]=[CH:9][C:8]([NH2:11])=[CH:7][C:5]=2[CH:6]=1.Cl.[C:13]([C:15](=[C:21](SC)SC)[C:16]([O:18][CH2:19]C)=[O:17])#[N:14].[NH2:26][CH:27]1[CH2:33][CH2:32][CH2:31][CH2:30][N:29]([CH2:34][C:35](=O)[C:36]2[CH:41]=[CH:40][CH:39]=[CH:38]C=2)[C:28]1=[O:43].[CH2:44]([OH:46])C. No catalyst specified. The product is [CH3:19][O:18][C:16](=[O:17])[C:15]([C:13]#[N:14])=[C:21]([NH:26][C@H:27]1[CH2:33][CH2:32][CH2:31][CH2:30][N:29]([CH:34]([C:35]2[CH:36]=[CH:41][CH:40]=[CH:39][CH:38]=2)[CH:44]=[O:46])[C:28]1=[O:43])[NH:11][C:8]1[CH:9]=[CH:10][C:4]2[O:3][C:2]([CH3:1])=[CH:6][C:5]=2[CH:7]=1. The yield is 0.0700.